Dataset: Forward reaction prediction with 1.9M reactions from USPTO patents (1976-2016). Task: Predict the product of the given reaction. Given the reactants [F:1][C:2]1[C:10]2[C:5](=[C:6]([N:11]([CH3:20])[S:12]([C:15]3[S:16][CH:17]=[CH:18][CH:19]=3)(=[O:14])=[O:13])[CH:7]=[CH:8][CH:9]=2)[NH:4][C:3]=1[C:21]1[S:22][CH:23]([CH2:26][C:27]([O:29]CC)=[O:28])[CH2:24][N:25]=1.[OH-].[Na+].Cl, predict the reaction product. The product is: [F:1][C:2]1[C:10]2[C:5](=[C:6]([N:11]([CH3:20])[S:12]([C:15]3[S:16][CH:17]=[CH:18][CH:19]=3)(=[O:13])=[O:14])[CH:7]=[CH:8][CH:9]=2)[NH:4][C:3]=1[C:21]1[S:22][CH:23]([CH2:26][C:27]([OH:29])=[O:28])[CH2:24][N:25]=1.